This data is from Experimentally validated miRNA-target interactions with 360,000+ pairs, plus equal number of negative samples. The task is: Binary Classification. Given a miRNA mature sequence and a target amino acid sequence, predict their likelihood of interaction. (1) The miRNA is hsa-miR-34a-5p with sequence UGGCAGUGUCUUAGCUGGUUGU. The protein sequence of the target gene is MLSASRRALQLLSSANPVRRMGDSASKVISAEEALPGRTEPIPVTAKHHVSGNRTVEPFPEGTQMAVFGMGCFWGAERKFWVLKGVYSTQVGFAGGHTRNPTYKEVCSEKTGHAEVVRVVYRPEHISFEELLKVFWENHDPTQGMRQGNDFGTQYRSAVYPTSAVQMEAALRSKEEYQKVLSKHNFGPITTDIREGQVFYYAEDYHQQYLSKNPDGYCGLGGTGVSCPMAIKK. Result: 0 (no interaction). (2) The miRNA is mmu-miR-208a-3p with sequence AUAAGACGAGCAAAAAGCUUGU. The protein sequence of the target gene is MVLAVAMSQDADPSGPEQPDRDACVMPGVQGPSVPQGQQGMQPLPPPPPPQPQASLPQIIQNAAKLLDKSPFSVNNQNPLLTSPASVQLAQIQAQLTLHRLKMAQTAVTNNTAAATVLNQVLSKVAMSQPLFNQLRHPSVLGTAHGPTGVSQHAASVPSAHFPSTAIAFSPPSQTGGPGPSVSLPSQPPNAMVVHTFSGVVPQTPAQPAVILSLGKAGPTPATTGFYDYGKANSGQAYGSETEGQPGFLPASASATASGSMTYEGHYSHTGQDGQPAFSKDFYGPNAQGPHIAGGFPADQ.... Result: 0 (no interaction). (3) The miRNA is hsa-miR-4742-3p with sequence UCUGUAUUCUCCUUUGCCUGCAG. The protein sequence of the target gene is MEEIKPASASCVSKEKPSKVSDLISRFEGGSSLSNYSDLKKESAVNLNAPRTPGRHGLTTTPQQKLLSQHLPQRQGNDTDKTQGAQTCVANGVMAAQNQMECEEEKAATLSSDTSIQASEPLLDTHIVNGERDETATAPASPTTDSCDGNASDSSYRTPGIGPVLPLEERGAETETKVQERENGESPLELEQLDQHHEMKETNEQKLHKIANELLLTERAYVNRLDLLDQVFYCKLLEEANRGSFPAEMVNKIFSNISSINAFHSKFLLPELEKRMQEWETTPRIGDILQKLAPFLKMYG.... Result: 1 (interaction). (4) The miRNA is hsa-miR-5589-5p with sequence GGCUGGGUGCUCUUGUGCAGU. The protein sequence of the target gene is MEKTCIDALPLTMNSSEKQETVCIFGTGDFGRSLGLKMLQCGYSVVFGSRNPQKTTLLPSGAEVLSYSEAAKKSGIIIIAIHREHYDFLTELTEVLNGKILVDISNNLKINQYPESNAEYLAHLVPGAHVVKAFNTISAWALQSGALDASRQVFVCGNDSKAKQRVMDIVRNLGLTPMDQGSLMAAKEIEKYPLQLFPMWRFPFYLSAVLCVFLFFYCVIRDVIYPYVYEKKDNTFRMAISIPNRIFPITALTLLALVYLPGVIAAILQLYRGTKYRRFPDWLDHWMLCRKQLGLVALGF.... Result: 0 (no interaction). (5) The miRNA is hsa-miR-4681 with sequence AACGGGAAUGCAGGCUGUAUCU. The protein sequence of the target gene is MTLRRLRKLQQKEEAAATPDPAARTPDSEVAPAAPVPTPGPPAAAATPGPPADELYAALEDYHPAELYRALAVSGGTLPRRKGSGFRWKNLSQSPEQQRKVLTLEKEDNQTFGFEIQTYGLHHREEQRVEMVTFVCRVHESSPAQLAGLTPGDTIASVNGLNVEGIRHREIVDIIKASGNVLRLETLYGTSIRKAELEARLQYLKQTLYEKWGEYRSLMVQEQRLVHGLVVKDPSIYDTLESVRSCLYGAGLLPGSLPFGPLLAVPGRPRGGARRARGDADDAVYHTCFFGDSEPPALPP.... Result: 0 (no interaction). (6) The miRNA is hsa-miR-4291 with sequence UUCAGCAGGAACAGCU. The protein sequence of the target gene is MGCDRNCGLIAGAVIGAVLAVFGGILMPVGDMLIEKTIKREVVLEEGTTAFKNWVKTGTTVYRQFWIFDVQNPDDVAKNSSKIKVKQRGPYTYRVRYLAKENITQDPEDHTVSFVQPNGAIFEPSLSVGTEDDNFTVLNLAVAAAPHIYQNSFVQVVLNSLIKKSKSSMFQTRSLKELLWGYKDPFLSLVPYPISTTVGVFYPYNDTVDGVYKVFNGKDNISKVAIIESYKGKRNLSYWPSYCDMINGTDAASFPPFVEKSRTLRFFSSDICRSIYAVFGSEIDLKGIPVYRFVLPANAF.... Result: 0 (no interaction). (7) The miRNA is mmu-miR-328-3p with sequence CUGGCCCUCUCUGCCCUUCCGU. The protein sequence of the target gene is MQAAAAASFWLLCVLGTCPLARCGRAGVASLKGLERGKENRFLERQSIIPLRLIYRLGGEDETQHNQLDTRVRGDPGGPQLTHVDKASFRVDAFGTSFVLDVLLNHELLSSGYVERQIEHGGKVVENKGGEHCYYQGQIRGNPVSFVALSTCHGLHGMFYDGNHTYLIEPEENEKSQESSHCHSVYKSRQFEFPLDDLPSEFQRVNITPPQFILKPRLKRRKRQLLRFPRNVEEETKYIELMIVNDHLMFKKHRLSVVYTNTYAKSVVNMADVIYKDQLKTRIVLVAMETWAADNKFAIS.... Result: 0 (no interaction). (8) The miRNA is hsa-miR-16-5p with sequence UAGCAGCACGUAAAUAUUGGCG. The protein sequence of the target gene is MASLDLPYRCPRCGEHKRFRSLSSLRAHLEYSHTYETLYILSKTNSICDGAAAAAAAAAAASGFPLAPEPAALLAVPGARREVFESTSFQGKEQAAGPSPAAPHLLHHHHHHAPLAHFPGDLVPASLPCEELAEPGLVPAAAARYALREIEIPLGELFARKSVASSACSTPPPGPGPGPCPGPASASPASPSPADVAYEEGLARLKIRALEKLEVDRRLERLSEEVEQKIAGQVGRLQAELERKAAELETARQESARLGREKEELEERASELSRQVDVSVELLASLKQDLVHKEQELSRK.... Result: 1 (interaction). (9) The miRNA is mmu-miR-181a-5p with sequence AACAUUCAACGCUGUCGGUGAGU. The protein sequence of the target gene is MASSLLEEEVHYGSSPLAMLTAACSKFGGSSPLRDSTTLGKAGTKKPYSVGSDLSASKTMGDAYPAPFTSTNGLLSPAGSPPAPTSGYANDYPPFSHSFPGPTGTQDPGLLVPKGHSSSDCLPSVYTSLDMTHPYGSWYKAGIHAGISPGPGNTPTPWWDMHPGGNWLGGGQGQGDGLQGTLPTGPAQPPLNPQLPTYPSDFAPLNPAPYPAPHLLQPGPQHVLPQDVYKPKAVGNSGQLEGSGGAKPPRGASTGGSGGYGGSGAGRSSCDCPNCQELERLGAAAAGLRKKPIHSCHIPG.... Result: 0 (no interaction).